From a dataset of Full USPTO retrosynthesis dataset with 1.9M reactions from patents (1976-2016). Predict the reactants needed to synthesize the given product. (1) Given the product [CH3:11][O:12][C:13](=[O:19])[CH:14]([C:6](=[O:7])[C:5]1[CH:9]=[CH:10][C:2]([Br:1])=[CH:3][CH:4]=1)/[C:15](=[N:17]/[CH3:18])/[CH3:16], predict the reactants needed to synthesize it. The reactants are: [Br:1][C:2]1[CH:10]=[CH:9][C:5]([C:6](Cl)=[O:7])=[CH:4][CH:3]=1.[CH3:11][O:12][C:13](=[O:19])[CH:14]=[C:15]([NH:17][CH3:18])[CH3:16].N1C=CC=CC=1.Cl.N1C=CC=CC=1. (2) The reactants are: [Cl:1][C:2]1[CH:3]=[C:4]2[C:8](=[CH:9][CH:10]=1)[NH:7][CH:6]=[CH:5]2.[H-].[Na+].I[CH3:14]. Given the product [Cl:1][C:2]1[CH:3]=[C:4]2[C:8](=[CH:9][CH:10]=1)[N:7]([CH3:14])[CH:6]=[CH:5]2, predict the reactants needed to synthesize it.